This data is from Reaction yield outcomes from USPTO patents with 853,638 reactions. The task is: Predict the reaction yield, written as a fraction of the theoretical maximum amount of product (1.0 means a 100% yield; for example, 0.34 means a 34% yield). (1) The reactants are Cl.[CH3:2][O:3][C:4](=[O:29])[C@@H:5]([NH:8][C:9]([C:11]1[S:12][C:13]([C:18](=[O:28])[NH:19][CH2:20][C:21]2[CH:26]=[CH:25][CH:24]=[C:23]([OH:27])[CH:22]=2)=[CH:14][C:15]=1[C:16]#[N:17])=[O:10])[CH2:6][NH2:7].C(N(CC)CC)C.CN(C(ON1N=NC2C=CC=CC1=2)=[N+](C)C)C.F[P-](F)(F)(F)(F)F.C1C=CC2N(O)N=NC=2C=1.[S:71]1[CH:75]=[CH:74][CH:73]=[C:72]1[C:76](O)=[O:77]. The catalyst is CN(C=O)C.CCOC(C)=O. The product is [CH3:2][O:3][C:4](=[O:29])[C@@H:5]([NH:8][C:9]([C:11]1[S:12][C:13]([C:18](=[O:28])[NH:19][CH2:20][C:21]2[CH:26]=[CH:25][CH:24]=[C:23]([OH:27])[CH:22]=2)=[CH:14][C:15]=1[C:16]#[N:17])=[O:10])[CH2:6][NH:7][C:76]([C:72]1[S:71][CH:75]=[CH:74][CH:73]=1)=[O:77]. The yield is 0.160. (2) The reactants are Cl.[F:2][C:3]1[C:4]([C:26]([F:29])([F:28])[F:27])=[C:5]([CH:10]2[CH2:15][CH2:14][N:13]([C:16]([C:18]3[C:19]4[CH2:25][NH:24][CH2:23][C:20]=4[NH:21][N:22]=3)=[O:17])[CH2:12][CH2:11]2)[CH:6]=[CH:7][C:8]=1[F:9].Cl[C:31]([N:33]1[CH2:38][CH2:37][N:36]([C:39]([O:41][C:42]([CH3:45])([CH3:44])[CH3:43])=[O:40])[CH2:35][CH2:34]1)=[O:32]. The catalyst is CN(C1C=CN=CC=1)C.C(Cl)Cl. The product is [F:2][C:3]1[C:4]([C:26]([F:27])([F:28])[F:29])=[C:5]([CH:10]2[CH2:15][CH2:14][N:13]([C:16]([C:18]3[C:19]4[CH2:25][N:24]([C:31]([N:33]5[CH2:34][CH2:35][N:36]([C:39]([O:41][C:42]([CH3:45])([CH3:44])[CH3:43])=[O:40])[CH2:37][CH2:38]5)=[O:32])[CH2:23][C:20]=4[NH:21][N:22]=3)=[O:17])[CH2:12][CH2:11]2)[CH:6]=[CH:7][C:8]=1[F:9]. The yield is 0.710. (3) The reactants are [CH3:1][C:2]1[C:3]([C:11]2[S:15][C:14]([C:16]([OH:18])=O)=[CH:13][CH:12]=2)=[N:4][O:5][C:6]=1[C:7]([F:10])([F:9])[F:8].Cl.[F:20][C:21]1([F:25])[CH2:24][NH:23][CH2:22]1.C1COCC1.N1CCC1. The catalyst is C(N(CC)CC)C. The product is [F:20][C:21]1([F:25])[CH2:24][N:23]([C:16]([C:14]2[S:15][C:11]([C:3]3[C:2]([CH3:1])=[C:6]([C:7]([F:8])([F:9])[F:10])[O:5][N:4]=3)=[CH:12][CH:13]=2)=[O:18])[CH2:22]1. The yield is 0.490. (4) The reactants are [CH:1]1([C:4]([NH:6][C:7]2[N:8]=[C:9]3[CH:14]=[CH:13][C:12]([O:15][C:16]4[CH:17]=[C:18]([CH:22]=[CH:23][CH:24]=4)[C:19](O)=[O:20])=[N:11][N:10]3[CH:25]=2)=[O:5])[CH2:3][CH2:2]1.[CH3:26][N:27]1[C:31]([NH2:32])=[CH:30][C:29]([CH3:33])=[N:28]1.ON1C2C=CC=CC=2N=N1.Cl.C(N=C=NCCCN(C)C)C.C(N(CC)CC)C. The catalyst is CN(C)C=O. The product is [CH:1]1([C:4]([NH:6][C:7]2[N:8]=[C:9]3[CH:14]=[CH:13][C:12]([O:15][C:16]4[CH:17]=[C:18]([CH:22]=[CH:23][CH:24]=4)[C:19]([NH:32][C:31]4[N:27]([CH3:26])[N:28]=[C:29]([CH3:33])[CH:30]=4)=[O:20])=[N:11][N:10]3[CH:25]=2)=[O:5])[CH2:3][CH2:2]1. The yield is 0.750. (5) The reactants are [C:1]1([N:7]2[C:11]([C:12]([F:15])([F:14])[F:13])=[CH:10][C:9]([NH:16][C:17](=[O:25])OC3C=CC=CC=3)=[N:8]2)[CH:6]=[CH:5][CH:4]=[CH:3][CH:2]=1.[CH3:26][O:27][C:28]1[CH:29]=[C:30]2[C:35](=[CH:36][C:37]=1[O:38][CH2:39][CH2:40][O:41][CH3:42])[N:34]=[CH:33][N:32]=[C:31]2[O:43][C:44]1[CH:45]=[C:46]([CH:48]=[CH:49][CH:50]=1)[NH2:47]. No catalyst specified. The product is [CH3:26][O:27][C:28]1[CH:29]=[C:30]2[C:35](=[CH:36][C:37]=1[O:38][CH2:39][CH2:40][O:41][CH3:42])[N:34]=[CH:33][N:32]=[C:31]2[O:43][C:44]1[CH:45]=[C:46]([NH:47][C:17]([NH:16][C:9]2[CH:10]=[C:11]([C:12]([F:13])([F:14])[F:15])[N:7]([C:1]3[CH:2]=[CH:3][CH:4]=[CH:5][CH:6]=3)[N:8]=2)=[O:25])[CH:48]=[CH:49][CH:50]=1. The yield is 0.580. (6) The reactants are [F:1][C:2]1[CH:8]=[CH:7][C:5]([NH2:6])=CC=1.C(=O)C.P(O)(O[C:15]1[CH:20]=CC=[CH:17][CH:16]=1)(O[C:15]1[CH:20]=CC=[CH:17][CH:16]=1)=O.[CH:29](/[NH:32][C:33](=[O:42])[O:34][CH2:35][C:36]1[CH:41]=[CH:40][CH:39]=[CH:38][CH:37]=1)=[CH:30]\[CH3:31]. The catalyst is C(Cl)Cl. The product is [F:1][C:2]1[CH:31]=[C:30]2[C:5](=[CH:7][CH:8]=1)[NH:6][C@@H:16]([CH3:17])[C@H:15]([CH3:20])[C@H:29]2[NH:32][C:33](=[O:42])[O:34][CH2:35][C:36]1[CH:37]=[CH:38][CH:39]=[CH:40][CH:41]=1. The yield is 0.410. (7) The reactants are Cl[CH2:2][C:3]([CH3:5])=[CH2:4].[C:6]([NH:9][C:10]1[CH:15]=[CH:14][CH:13]=[CH:12][C:11]=1[OH:16])(=[O:8])[CH3:7]. No catalyst specified. The product is [CH3:5][C:3](=[CH2:4])[CH2:2][O:16][C:11]1[CH:12]=[CH:13][CH:14]=[CH:15][C:10]=1[NH:9][C:6](=[O:8])[CH3:7]. The yield is 0.850.